From a dataset of Catalyst prediction with 721,799 reactions and 888 catalyst types from USPTO. Predict which catalyst facilitates the given reaction. Reactant: [Cl:1][C:2]1[CH:3]=[C:4]([C@@H:8]2[C@@H:13]([C:14]3[CH:19]=[CH:18][C:17]([Cl:20])=[CH:16][CH:15]=3)[N:12]([CH2:21][CH:22]3[CH2:24][CH2:23]3)[C:11](=[O:25])[CH2:10][CH2:9]2)[CH:5]=[CH:6][CH:7]=1.[CH2:26](Br)[CH:27]=[CH2:28].C[Si]([N-][Si](C)(C)C)(C)C.[Li+]. Product: [CH2:28]([C@H:10]1[CH2:9][C@H:8]([C:4]2[CH:5]=[CH:6][CH:7]=[C:2]([Cl:1])[CH:3]=2)[C@@H:13]([C:14]2[CH:15]=[CH:16][C:17]([Cl:20])=[CH:18][CH:19]=2)[N:12]([CH2:21][CH:22]2[CH2:24][CH2:23]2)[C:11]1=[O:25])[CH:27]=[CH2:26]. The catalyst class is: 1.